Dataset: Forward reaction prediction with 1.9M reactions from USPTO patents (1976-2016). Task: Predict the product of the given reaction. (1) Given the reactants [CH3:1][N:2]1[C:15]2[CH:14]=[C:13]([CH2:16][C:17]([OH:19])=[O:18])[CH:12]=[CH:11][C:10]=2[S:9][C:8]2[C:3]1=[CH:4][CH:5]=[CH:6][CH:7]=2.O.C(=O)([O-])[O-].[Na+].[Na+].[C:27]1(C)C=CC=C[CH:28]=1, predict the reaction product. The product is: [CH3:1][N:2]1[C:15]2[CH:14]=[C:13]([CH2:16][C:17]([O:19][CH2:27][CH3:28])=[O:18])[CH:12]=[CH:11][C:10]=2[S:9][C:8]2[C:3]1=[CH:4][CH:5]=[CH:6][CH:7]=2. (2) Given the reactants Br[C:2]1[CH:3]=[C:4]([C:14]([NH:16][CH2:17][C:18]2[C:19](=[O:28])[NH:20][C:21]([CH3:27])=[CH:22][C:23]=2[CH:24]([CH3:26])[CH3:25])=[O:15])[C:5]2[CH:6]=[N:7][N:8]([CH:11]([CH3:13])[CH3:12])[C:9]=2[CH:10]=1.[CH3:29][N:30]([CH3:47])[CH2:31][C:32]1[CH:37]=[CH:36][C:35](B2OC(C)(C)C(C)(C)O2)=[CH:34][CH:33]=1, predict the reaction product. The product is: [CH3:29][N:30]([CH2:31][C:32]1[CH:37]=[CH:36][C:35]([C:2]2[CH:3]=[C:4]([C:14]([NH:16][CH2:17][C:18]3[C:19](=[O:28])[NH:20][C:21]([CH3:27])=[CH:22][C:23]=3[CH:24]([CH3:25])[CH3:26])=[O:15])[C:5]3[CH:6]=[N:7][N:8]([CH:11]([CH3:12])[CH3:13])[C:9]=3[CH:10]=2)=[CH:34][CH:33]=1)[CH3:47].